From a dataset of Forward reaction prediction with 1.9M reactions from USPTO patents (1976-2016). Predict the product of the given reaction. Given the reactants S(Cl)(Cl)=O.[NH:5]1[CH2:9][CH2:8][CH:7]([C:10]([OH:12])=[O:11])[CH2:6]1.[CH3:13][CH2:14]O, predict the reaction product. The product is: [NH:5]1[CH2:9][CH2:8][CH:7]([C:10]([O:12][CH2:13][CH3:14])=[O:11])[CH2:6]1.